Predict the reaction yield, written as a fraction of the theoretical maximum amount of product (1.0 means a 100% yield; for example, 0.34 means a 34% yield). From a dataset of Reaction yield outcomes from USPTO patents with 853,638 reactions. The reactants are [OH:1][C@H:2]([C:23]1[CH:28]=[CH:27][CH:26]=[CH:25][CH:24]=1)[CH2:3][CH2:4][N:5]1[CH2:10][CH2:9][CH:8]([C:11]2[CH:12]=[C:13]([NH:17][C:18](=[O:22])[CH:19]([CH3:21])[CH3:20])[CH:14]=[CH:15][CH:16]=2)[CH2:7][CH2:6]1.[Cl:29][C:30]1[CH:31]=[C:32](O)[CH:33]=[CH:34][CH:35]=1.C1(P(C2C=CC=CC=2)C2C=CC=CC=2)C=CC=CC=1.N(C(OCC)=O)=NC(OCC)=O.N. The catalyst is C(Cl)(Cl)Cl. The product is [Cl:29][C:30]1[CH:35]=[C:34]([CH:33]=[CH:32][CH:31]=1)[O:1][C@@H:2]([C:23]1[CH:24]=[CH:25][CH:26]=[CH:27][CH:28]=1)[CH2:3][CH2:4][N:5]1[CH2:10][CH2:9][CH:8]([C:11]2[CH:12]=[C:13]([NH:17][C:18](=[O:22])[CH:19]([CH3:21])[CH3:20])[CH:14]=[CH:15][CH:16]=2)[CH2:7][CH2:6]1. The yield is 0.358.